Dataset: NCI-60 drug combinations with 297,098 pairs across 59 cell lines. Task: Regression. Given two drug SMILES strings and cell line genomic features, predict the synergy score measuring deviation from expected non-interaction effect. (1) Drug 1: CC1=C(C=C(C=C1)NC2=NC=CC(=N2)N(C)C3=CC4=NN(C(=C4C=C3)C)C)S(=O)(=O)N.Cl. Drug 2: CN(CC1=CN=C2C(=N1)C(=NC(=N2)N)N)C3=CC=C(C=C3)C(=O)NC(CCC(=O)O)C(=O)O. Cell line: SNB-75. Synergy scores: CSS=8.77, Synergy_ZIP=-7.67, Synergy_Bliss=0.770, Synergy_Loewe=1.12, Synergy_HSA=1.39. (2) Drug 1: CCC1=C2CN3C(=CC4=C(C3=O)COC(=O)C4(CC)O)C2=NC5=C1C=C(C=C5)O. Drug 2: CC(C)CN1C=NC2=C1C3=CC=CC=C3N=C2N. Cell line: OVCAR-4. Synergy scores: CSS=1.56, Synergy_ZIP=-1.17, Synergy_Bliss=0.669, Synergy_Loewe=-7.13, Synergy_HSA=-1.67. (3) Drug 1: C1=NC(=NC(=O)N1C2C(C(C(O2)CO)O)O)N. Drug 2: B(C(CC(C)C)NC(=O)C(CC1=CC=CC=C1)NC(=O)C2=NC=CN=C2)(O)O. Cell line: A498. Synergy scores: CSS=14.4, Synergy_ZIP=-5.58, Synergy_Bliss=-5.81, Synergy_Loewe=-14.6, Synergy_HSA=-4.36. (4) Drug 1: CC1=C(C(CCC1)(C)C)C=CC(=CC=CC(=CC(=O)O)C)C. Drug 2: CCCCCOC(=O)NC1=NC(=O)N(C=C1F)C2C(C(C(O2)C)O)O. Cell line: SK-MEL-28. Synergy scores: CSS=-0.489, Synergy_ZIP=2.07, Synergy_Bliss=3.64, Synergy_Loewe=-2.00, Synergy_HSA=-1.65.